Dataset: Reaction yield outcomes from USPTO patents with 853,638 reactions. Task: Predict the reaction yield, written as a fraction of the theoretical maximum amount of product (1.0 means a 100% yield; for example, 0.34 means a 34% yield). (1) The reactants are Br[C:2]1[CH:7]=[CH:6][C:5]([OH:8])=[C:4]([CH3:9])[CH:3]=1.[C:10]12[CH2:16][C:13]([CH2:14][CH2:15]1)=[CH:12][CH:11]=2.CN([CH:20]=[O:21])C.C(N([CH2:27][CH3:28])CC)C. The catalyst is C(OCC)(=O)C.C(O)=O. The product is [CH:10]12[CH2:16][CH:13]([CH:14]([C:2]3[CH:7]=[CH:6][C:5]([OH:8])=[C:4]([CH3:9])[CH:3]=3)[CH2:15]1)[CH2:12][CH:11]2[C:2]1[CH:3]=[CH:4][C:20]([OH:21])=[C:27]([CH3:28])[CH:7]=1. The yield is 0.430. (2) The reactants are I[C:2]1[CH:3]=[CH:4][C:5]2[N:6]([CH:8]=[C:9]([NH:11][C:12]([CH:14]3[CH2:16][CH2:15]3)=[O:13])[N:10]=2)[N:7]=1.[NH2:17][C:18]1[CH:19]=[C:20]([SH:24])[CH:21]=[CH:22][CH:23]=1.C(=O)([O-])[O-].[K+].[K+].CN(C)C=O. The catalyst is O. The product is [NH2:17][C:18]1[CH:19]=[C:20]([S:24][C:2]2[CH:3]=[CH:4][C:5]3[N:6]([CH:8]=[C:9]([NH:11][C:12]([CH:14]4[CH2:16][CH2:15]4)=[O:13])[N:10]=3)[N:7]=2)[CH:21]=[CH:22][CH:23]=1. The yield is 0.800. (3) The reactants are Br[C:2]1[N:7]=[CH:6][C:5]([C:8]#[C:9][Si:10]([CH3:13])([CH3:12])[CH3:11])=[CH:4][N:3]=1.[CH3:14][C:15]1([CH3:21])[CH2:19][NH:18][C:17](=[O:20])[CH2:16]1.C(=O)([O-])[O-].[Cs+].[Cs+]. The catalyst is C1(C)C=CC=CC=1.C1C=CC(/C=C/C(/C=C/C2C=CC=CC=2)=O)=CC=1.C1C=CC(/C=C/C(/C=C/C2C=CC=CC=2)=O)=CC=1.C1C=CC(/C=C/C(/C=C/C2C=CC=CC=2)=O)=CC=1.[Pd].[Pd].CC1(C)C2C(=C(P(C3C=CC=CC=3)C3C=CC=CC=3)C=CC=2)OC2C(P(C3C=CC=CC=3)C3C=CC=CC=3)=CC=CC1=2. The product is [CH3:14][C:15]1([CH3:21])[CH2:19][N:18]([C:2]2[N:7]=[CH:6][C:5]([C:8]#[C:9][Si:10]([CH3:13])([CH3:12])[CH3:11])=[CH:4][N:3]=2)[C:17](=[O:20])[CH2:16]1. The yield is 0.730. (4) The reactants are [F:1][C:2]1[CH:3]=[C:4]([CH:7]=[CH:8][C:9]=1[F:10])[CH:5]=O.[NH3:11].C[Si]([C:16]#[N:17])(C)C.CCCCCC.CCOC(C)=O. The catalyst is CO. The product is [NH2:11][CH:5]([C:4]1[CH:7]=[CH:8][C:9]([F:10])=[C:2]([F:1])[CH:3]=1)[C:16]#[N:17]. The yield is 0.810. (5) The yield is 0.500. The product is [CH3:2][C:3]1[C:7]([CH2:8][N:9]2[CH:13]=[C:12]([N:14]3[C:20](=[O:21])[CH:19]([CH2:25][CH:26]([CH3:28])[CH3:27])[NH:16][C:17]3=[O:18])[CH:11]=[N:10]2)=[C:6]([CH3:15])[O:5][N:4]=1. No catalyst specified. The reactants are Cl.[CH3:2][C:3]1[C:7]([CH2:8][N:9]2[CH:13]=[C:12]([NH2:14])[CH:11]=[N:10]2)=[C:6]([CH3:15])[O:5][N:4]=1.[N:16]([CH:19]([CH2:25][CH:26]([CH3:28])[CH3:27])[C:20](OCC)=[O:21])=[C:17]=[O:18]. (6) The reactants are S([CH2:5][CH2:6][C:7]#[C:8][C:9]1[CH:14]=[CH:13][CH:12]=[C:11]([CH3:15])[CH:10]=1)(C)(=O)=O.[CH2:16]([C:23]1([OH:29])[CH2:28][CH2:27][NH:26][CH2:25][CH2:24]1)[C:17]1[CH:22]=[CH:21][CH:20]=[CH:19][CH:18]=1.C([O-])([O-])=O.[K+].[K+]. The catalyst is CC#N. The product is [CH2:16]([C:23]1([OH:29])[CH2:28][CH2:27][N:26]([CH2:5][CH2:6][C:7]#[C:8][C:9]2[CH:14]=[CH:13][CH:12]=[C:11]([CH3:15])[CH:10]=2)[CH2:25][CH2:24]1)[C:17]1[CH:18]=[CH:19][CH:20]=[CH:21][CH:22]=1. The yield is 0.200. (7) The reactants are [Na].Br[C:3]1[N:10]=[C:9]([NH2:11])[CH:8]=[C:7]([NH2:12])[C:4]=1[C:5]#[N:6].[CH3:13][OH:14]. No catalyst specified. The product is [NH2:12][C:7]1[C:4]([C:5]#[N:6])=[C:3]([O:14][CH3:13])[N:10]=[C:9]([NH2:11])[CH:8]=1. The yield is 0.700. (8) The reactants are C(OC([N:8]1[CH2:12][CH2:11][CH2:10][C@@H:9]1[CH2:13][O:14][C:15]1[CH:20]=[CH:19][C:18]([NH:21][CH2:22][C:23]2[CH:28]=[CH:27][CH:26]=[CH:25][CH:24]=2)=[CH:17][CH:16]=1)=O)(C)(C)C.Cl. The catalyst is CO.C(OCC)C. The product is [CH2:22]([NH:21][C:18]1[CH:19]=[CH:20][C:15]([O:14][CH2:13][C@H:9]2[CH2:10][CH2:11][CH2:12][NH:8]2)=[CH:16][CH:17]=1)[C:23]1[CH:24]=[CH:25][CH:26]=[CH:27][CH:28]=1. The yield is 0.930. (9) The catalyst is [Pd]. The reactants are [F:1][C@H:2]1[CH2:6][NH:5][C@H:4]([C:7]([OH:9])=[O:8])[CH2:3]1.[CH2:10]=O.Cl. The yield is 0.540. The product is [F:1][C@H:2]1[CH2:6][N:5]([CH3:10])[C@H:4]([C:7]([OH:9])=[O:8])[CH2:3]1.